Dataset: Reaction yield outcomes from USPTO patents with 853,638 reactions. Task: Predict the reaction yield, written as a fraction of the theoretical maximum amount of product (1.0 means a 100% yield; for example, 0.34 means a 34% yield). The reactants are [N:1]1[CH:6]=[C:5]([C@@H:7]2[CH2:12][CH2:11][CH2:10][N:8]2[CH3:9])[CH:4]=[CH:3][CH:2]=1.[Br:13][CH2:14][CH2:15][CH2:16]/[CH:17]=[CH:18]\[CH2:19][CH2:20][CH2:21][CH2:22][CH3:23]. The catalyst is CC(O)=O. The product is [BrH:13].[Br-:13].[CH2:14]([N+:1]1[CH:2]=[CH:3][CH:4]=[C:5]([C@@H:7]2[CH2:12][CH2:11][CH2:10][N:8]2[CH3:9])[CH:6]=1)[CH2:15][CH2:16]/[CH:17]=[CH:18]\[CH2:19][CH2:20][CH2:21][CH2:22][CH3:23]. The yield is 0.540.